This data is from Catalyst prediction with 721,799 reactions and 888 catalyst types from USPTO. The task is: Predict which catalyst facilitates the given reaction. (1) Product: [CH2:1]([O:8][C:9]([N:11]1[CH2:15][C:14](=[CH2:16])[C@@:13]([NH:23][C:45]([O:47][C:48]([CH3:51])([CH3:50])[CH3:49])=[O:46])([CH3:20])[CH2:12]1)=[O:10])[C:2]1[CH:3]=[CH:4][CH:5]=[CH:6][CH:7]=1. The catalyst class is: 11. Reactant: [CH2:1]([O:8][C:9]([N:11]1[CH2:15][C:14](=[CH2:16])[C@:13]([CH3:20])(C(O)=O)[CH2:12]1)=[O:10])[C:2]1[CH:7]=[CH:6][CH:5]=[CH:4][CH:3]=1.C([N:23](CC)CC)C.C1(P(N=[N+]=[N-])(C2C=CC=CC=2)=O)C=CC=CC=1.[C:45](O[C:45]([O:47][C:48]([CH3:51])([CH3:50])[CH3:49])=[O:46])([O:47][C:48]([CH3:51])([CH3:50])[CH3:49])=[O:46]. (2) Product: [S:3]1[CH:4]=[CH:5][N:6]=[C:2]1[CH2:8][C:7]([O:10][C:11]([CH3:14])([CH3:13])[CH3:12])=[O:9]. The catalyst class is: 11. Reactant: Cl[C:2]1[S:3][CH:4]=[CH:5][N:6]=1.[C:7]([O:10][C:11]([CH3:14])([CH3:13])[CH3:12])(=[O:9])[CH3:8].C[Si]([N-][Si](C)(C)C)(C)C.[Na+]. (3) Product: [CH3:52][O:51][C:49](=[O:50])[NH:48][CH:44]([C:43]([N:39]1[CH2:40][CH2:41][CH2:42][CH:38]1[C:35]1[NH:34][C:33]([C:26]2[CH:27]=[CH:28][C:29]3[C:30]4[C:21](=[CH:20][C:19]([C:16]5[NH:15][C:14]([CH:13]6[CH:12]7[CH2:54][CH:9]([CH2:10][CH2:11]7)[N:8]6[C:68](=[O:69])[CH:67]([NH:66][C:64]([O:63][CH3:62])=[O:65])[CH3:71])=[N:18][CH:17]=5)=[CH:32][CH:31]=4)[CH2:22][CH2:23][C:24]=3[CH:25]=2)=[CH:37][N:36]=1)=[O:53])[CH:45]([CH3:47])[CH3:46].[C:57]([OH:59])([C:56]([F:61])([F:60])[F:55])=[O:58]. The catalyst class is: 4. Reactant: C(OC([N:8]1[CH:13]([C:14]2[NH:15][C:16]([C:19]3[CH:32]=[CH:31][C:30]4[C:29]5[C:24](=[CH:25][C:26]([C:33]6[NH:34][C:35]([CH:38]7[CH2:42][CH2:41][CH2:40][N:39]7[C:43](=[O:53])[CH:44]([NH:48][C:49]([O:51][CH3:52])=[O:50])[CH:45]([CH3:47])[CH3:46])=[N:36][CH:37]=6)=[CH:27][CH:28]=5)[CH2:23][CH2:22][C:21]=4[CH:20]=3)=[CH:17][N:18]=2)[CH:12]2[CH2:54][CH:9]1[CH2:10][CH2:11]2)=O)(C)(C)C.[F:55][C:56]([F:61])([F:60])[C:57]([OH:59])=[O:58].[CH3:62][O:63][C:64]([NH:66][CH:67]([CH3:71])[C:68](O)=[O:69])=[O:65].CN(C(ON1N=NC2C=CC=NC1=2)=[N+](C)C)C.F[P-](F)(F)(F)(F)F.